From a dataset of Full USPTO retrosynthesis dataset with 1.9M reactions from patents (1976-2016). Predict the reactants needed to synthesize the given product. Given the product [N:4]1[CH:3]=[CH:1][C:8]([NH:9][C:10]2[O:43][C:22]([C:23]([NH:25][C:26]3[CH:31]=[CH:30][C:29]([C@H:32]4[CH2:37][CH2:36][C@H:35]([CH2:38][C:39]([O:41][CH3:42])=[O:40])[CH2:34][CH2:33]4)=[CH:28][CH:27]=3)=[O:24])=[N:20][N:21]=2)=[CH:6][CH:5]=1, predict the reactants needed to synthesize it. The reactants are: [C:1]([C:8]1[NH:9][CH:10]=CN=1)([C:3]1[NH:4][CH:5]=[CH:6]N=1)=S.NC1C=CN=CC=1.[NH:20]([C:22](=[O:43])[C:23]([NH:25][C:26]1[CH:31]=[CH:30][C:29]([C@H:32]2[CH2:37][CH2:36][C@H:35]([CH2:38][C:39]([O:41][CH3:42])=[O:40])[CH2:34][CH2:33]2)=[CH:28][CH:27]=1)=[O:24])[NH2:21].CCN=C=NCCCN(C)C.